Regression. Given a peptide amino acid sequence and an MHC pseudo amino acid sequence, predict their binding affinity value. This is MHC class II binding data. From a dataset of Peptide-MHC class II binding affinity with 134,281 pairs from IEDB. (1) The peptide sequence is SQDLELSWLLNGLQAY. The MHC is DRB1_1302 with pseudo-sequence DRB1_1302. The binding affinity (normalized) is 0.676. (2) The peptide sequence is HFNMLKNKMQSSFFM. The MHC is DRB1_0802 with pseudo-sequence DRB1_0802. The binding affinity (normalized) is 0.518. (3) The peptide sequence is YWFAPGAGAAPLSWS. The MHC is HLA-DPA10201-DPB11401 with pseudo-sequence HLA-DPA10201-DPB11401. The binding affinity (normalized) is 0.110. (4) The peptide sequence is AVWVDGKARTAWVDS. The MHC is DRB1_0101 with pseudo-sequence DRB1_0101. The binding affinity (normalized) is 0.706. (5) The peptide sequence is GKTKEGVLYVGSKTK. The MHC is HLA-DQA10101-DQB10501 with pseudo-sequence HLA-DQA10101-DQB10501. The binding affinity (normalized) is 0.0660.